From a dataset of Reaction yield outcomes from USPTO patents with 853,638 reactions. Predict the reaction yield, written as a fraction of the theoretical maximum amount of product (1.0 means a 100% yield; for example, 0.34 means a 34% yield). (1) The reactants are Br[C:2]1[S:6][C:5]([NH:7][C:8]([NH:10][C:11]2[CH:16]=[CH:15][C:14]([CH3:17])=[CH:13][C:12]=2[C:18]([CH:20]2[CH2:24][CH2:23][CH2:22][CH2:21]2)=[O:19])=[O:9])=[N:4][CH:3]=1.[CH3:25][S-:26].[Na+]. No catalyst specified. The product is [CH:20]1([C:18]([C:12]2[CH:13]=[C:14]([CH3:17])[CH:15]=[CH:16][C:11]=2[NH:10][C:8]([NH:7][C:5]2[S:6][C:2]([S:26][CH3:25])=[CH:3][N:4]=2)=[O:9])=[O:19])[CH2:24][CH2:23][CH2:22][CH2:21]1. The yield is 0.250. (2) The reactants are [C:1]([CH:3]=[C:4]1[CH2:7][N:6]([C:8](OC(C)(C)C)=O)[CH2:5]1)#[N:2].Cl.O1CCOCC1.[CH3:22][O:23][CH:24]1C(=O)[CH2:28][CH2:27][N:26]([C:31]([O:33][C:34]([CH3:37])([CH3:36])[CH3:35])=[O:32])[CH2:25]1.C(N(CC)CC)C.C(O[BH-](OC(=O)C)OC(=O)C)(=O)C.[Na+]. The catalyst is O1CCCC1.C([O-])(O)=O.[Na+].CCOC(C)=O. The product is [C:1]([CH:3]=[C:4]1[CH2:5][N:6]([C@H:8]2[CH2:28][CH2:27][N:26]([C:31]([O:33][C:34]([CH3:36])([CH3:35])[CH3:37])=[O:32])[CH2:25][C@H:24]2[O:23][CH3:22])[CH2:7]1)#[N:2]. The yield is 0.600.